Dataset: NCI-60 drug combinations with 297,098 pairs across 59 cell lines. Task: Regression. Given two drug SMILES strings and cell line genomic features, predict the synergy score measuring deviation from expected non-interaction effect. (1) Drug 2: CC(C)(C#N)C1=CC(=CC(=C1)CN2C=NC=N2)C(C)(C)C#N. Drug 1: C1=CC=C(C=C1)NC(=O)CCCCCCC(=O)NO. Synergy scores: CSS=7.18, Synergy_ZIP=-0.135, Synergy_Bliss=2.01, Synergy_Loewe=1.90, Synergy_HSA=1.16. Cell line: NCI-H226. (2) Drug 1: CC1=C(C(CCC1)(C)C)C=CC(=CC=CC(=CC(=O)O)C)C. Drug 2: C1=CC=C(C=C1)NC(=O)CCCCCCC(=O)NO. Cell line: HCC-2998. Synergy scores: CSS=9.94, Synergy_ZIP=2.29, Synergy_Bliss=1.47, Synergy_Loewe=-12.0, Synergy_HSA=-5.16. (3) Drug 1: C1CCN(CC1)CCOC2=CC=C(C=C2)C(=O)C3=C(SC4=C3C=CC(=C4)O)C5=CC=C(C=C5)O. Drug 2: CC1C(C(CC(O1)OC2CC(OC(C2O)C)OC3=CC4=CC5=C(C(=O)C(C(C5)C(C(=O)C(C(C)O)O)OC)OC6CC(C(C(O6)C)O)OC7CC(C(C(O7)C)O)OC8CC(C(C(O8)C)O)(C)O)C(=C4C(=C3C)O)O)O)O. Cell line: NCI-H460. Synergy scores: CSS=14.7, Synergy_ZIP=8.76, Synergy_Bliss=15.1, Synergy_Loewe=4.53, Synergy_HSA=12.8. (4) Drug 2: C1=NNC2=C1C(=O)NC=N2. Synergy scores: CSS=3.15, Synergy_ZIP=-3.04, Synergy_Bliss=-1.36, Synergy_Loewe=-1.64, Synergy_HSA=-1.45. Drug 1: C1=CN(C(=O)N=C1N)C2C(C(C(O2)CO)O)O.Cl. Cell line: OVCAR-4. (5) Drug 1: CN1C(=O)N2C=NC(=C2N=N1)C(=O)N. Drug 2: CC1CCC2CC(C(=CC=CC=CC(CC(C(=O)C(C(C(=CC(C(=O)CC(OC(=O)C3CCCCN3C(=O)C(=O)C1(O2)O)C(C)CC4CCC(C(C4)OC)OCCO)C)C)O)OC)C)C)C)OC. Cell line: ACHN. Synergy scores: CSS=-1.59, Synergy_ZIP=0.241, Synergy_Bliss=-0.00153, Synergy_Loewe=-1.66, Synergy_HSA=-1.01. (6) Drug 1: CN1CCC(CC1)COC2=C(C=C3C(=C2)N=CN=C3NC4=C(C=C(C=C4)Br)F)OC. Drug 2: C1=NNC2=C1C(=O)NC=N2. Cell line: OVCAR3. Synergy scores: CSS=9.89, Synergy_ZIP=-6.60, Synergy_Bliss=-2.17, Synergy_Loewe=-13.7, Synergy_HSA=-1.73. (7) Drug 1: COC1=CC(=CC(=C1O)OC)C2C3C(COC3=O)C(C4=CC5=C(C=C24)OCO5)OC6C(C(C7C(O6)COC(O7)C8=CC=CS8)O)O. Drug 2: CC=C1C(=O)NC(C(=O)OC2CC(=O)NC(C(=O)NC(CSSCCC=C2)C(=O)N1)C(C)C)C(C)C. Cell line: ACHN. Synergy scores: CSS=57.4, Synergy_ZIP=0.155, Synergy_Bliss=-0.470, Synergy_Loewe=0.880, Synergy_HSA=2.38. (8) Drug 1: CN1C(=O)N2C=NC(=C2N=N1)C(=O)N. Drug 2: CC1CCCC2(C(O2)CC(NC(=O)CC(C(C(=O)C(C1O)C)(C)C)O)C(=CC3=CSC(=N3)C)C)C. Cell line: KM12. Synergy scores: CSS=48.4, Synergy_ZIP=2.57, Synergy_Bliss=-0.150, Synergy_Loewe=-32.3, Synergy_HSA=-0.727. (9) Drug 1: C1=NNC2=C1C(=O)NC=N2. Drug 2: B(C(CC(C)C)NC(=O)C(CC1=CC=CC=C1)NC(=O)C2=NC=CN=C2)(O)O. Cell line: UACC-257. Synergy scores: CSS=48.4, Synergy_ZIP=1.71, Synergy_Bliss=2.41, Synergy_Loewe=-51.5, Synergy_HSA=0.450. (10) Drug 1: CC1=C2C(C(=O)C3(C(CC4C(C3C(C(C2(C)C)(CC1OC(=O)C(C(C5=CC=CC=C5)NC(=O)OC(C)(C)C)O)O)OC(=O)C6=CC=CC=C6)(CO4)OC(=O)C)O)C)O. Cell line: HCC-2998. Drug 2: CN(CC1=CN=C2C(=N1)C(=NC(=N2)N)N)C3=CC=C(C=C3)C(=O)NC(CCC(=O)O)C(=O)O. Synergy scores: CSS=21.5, Synergy_ZIP=4.64, Synergy_Bliss=9.28, Synergy_Loewe=3.62, Synergy_HSA=6.43.